Dataset: Forward reaction prediction with 1.9M reactions from USPTO patents (1976-2016). Task: Predict the product of the given reaction. (1) The product is: [F:20][C:2]([F:19])([F:1])[C:3]([N:5]1[CH2:11][CH:10]([CH3:12])[C:9]2[CH:13]=[C:14]([Br:18])[C:15]([O:17][CH:21]([CH3:23])[CH3:22])=[CH:16][C:8]=2[CH2:7][CH2:6]1)=[O:4]. Given the reactants [F:1][C:2]([F:20])([F:19])[C:3]([N:5]1[CH2:11][CH:10]([CH3:12])[C:9]2[CH:13]=[C:14]([Br:18])[C:15]([OH:17])=[CH:16][C:8]=2[CH2:7][CH2:6]1)=[O:4].[CH:21](Br)([CH3:23])[CH3:22].C1CCN2C(=NCCC2)CC1, predict the reaction product. (2) Given the reactants [CH3:1][C:2]1[CH:7]=[CH:6][C:5]([NH2:8])=[CH:4][C:3]=1[CH:9]1[CH2:14][CH2:13][N:12]([CH2:15][C:16]2[CH:21]=[CH:20][C:19]([O:22][C:23]3[CH:28]=[C:27]([F:29])[C:26]([F:30])=[CH:25][C:24]=3[F:31])=[CH:18][CH:17]=2)[CH2:11][CH2:10]1.[C:32]([O:36][N:37]([CH2:41][C:42](O)=[O:43])[C:38]([CH3:40])=[O:39])([CH3:35])([CH3:34])[CH3:33].F[P-](F)(F)(F)(F)F.N1(OC(N(C)C)=[N+](C)C)C2N=CC=CC=2N=N1.C(N(C(C)C)CC)(C)C, predict the reaction product. The product is: [C:32]([O:36][N:37]([CH2:41][C:42]([NH:8][C:5]1[CH:6]=[CH:7][C:2]([CH3:1])=[C:3]([CH:9]2[CH2:10][CH2:11][N:12]([CH2:15][C:16]3[CH:17]=[CH:18][C:19]([O:22][C:23]4[CH:28]=[C:27]([F:29])[C:26]([F:30])=[CH:25][C:24]=4[F:31])=[CH:20][CH:21]=3)[CH2:13][CH2:14]2)[CH:4]=1)=[O:43])[C:38]([CH3:40])=[O:39])([CH3:35])([CH3:34])[CH3:33]. (3) Given the reactants C(=O)([O-])[O-].[K+].[K+].C([O:10][CH2:11][CH2:12][O:13][C:14]1[C:18]([C:19]2[CH:27]=[CH:26][C:22]3[O:23][CH2:24][O:25][C:21]=3[CH:20]=2)=[C:17]([N:28](S(C2C=CC(C(C)(C)C(OCC)=O)=CC=2)(=O)=O)[S:29]([C:32]2[CH:37]=[CH:36][C:35]([C:38]([CH3:45])([CH3:44])[C:39]([O:41][CH2:42][CH3:43])=[O:40])=[CH:34][CH:33]=2)(=[O:31])=[O:30])[N:16]([CH3:63])[N:15]=1)(=O)C.[Cl-].[NH4+].Cl, predict the reaction product. The product is: [O:23]1[C:22]2[CH:26]=[CH:27][C:19]([C:18]3[C:14]([O:13][CH2:12][CH2:11][OH:10])=[N:15][N:16]([CH3:63])[C:17]=3[NH:28][S:29]([C:32]3[CH:33]=[CH:34][C:35]([C:38]([CH3:45])([CH3:44])[C:39]([O:41][CH2:42][CH3:43])=[O:40])=[CH:36][CH:37]=3)(=[O:31])=[O:30])=[CH:20][C:21]=2[O:25][CH2:24]1.